This data is from Full USPTO retrosynthesis dataset with 1.9M reactions from patents (1976-2016). The task is: Predict the reactants needed to synthesize the given product. (1) Given the product [C:19]([C:2]([C:3]1[CH:11]=[CH:10][C:8]([OH:9])=[C:5]([O:6][CH3:7])[CH:4]=1)=[O:1])(=[O:22])[CH2:20][CH3:21], predict the reactants needed to synthesize it. The reactants are: [O:1]=[CH:2][C:3]1[CH:11]=[CH:10][C:8]([OH:9])=[C:5]([O:6][CH3:7])[CH:4]=1.C(N(CC)CC)C.[C:19](Cl)(=[O:22])[CH2:20][CH3:21]. (2) Given the product [CH:38]1([C:36]([NH:35][C:33]2[N:34]=[C:29]3[CH:28]=[CH:27][C:26]([O:25][C:24]4[CH:23]=[C:22]([NH:21][C:7]([C:5]5[N:4]=[N:3][N:2]([CH3:1])[CH:6]=5)=[O:9])[CH:43]=[CH:42][CH:41]=4)=[N:31][N:30]3[CH:32]=2)=[O:37])[CH2:39][CH2:40]1, predict the reactants needed to synthesize it. The reactants are: [CH3:1][N:2]1[CH:6]=[C:5]([C:7]([OH:9])=O)[N:4]=[N:3]1.CN(C)C=O.C(Cl)(=O)C(Cl)=O.[NH2:21][C:22]1[CH:23]=[C:24]([CH:41]=[CH:42][CH:43]=1)[O:25][C:26]1[CH:27]=[CH:28][C:29]2[N:30]([CH:32]=[C:33]([NH:35][C:36]([CH:38]3[CH2:40][CH2:39]3)=[O:37])[N:34]=2)[N:31]=1.